Dataset: Forward reaction prediction with 1.9M reactions from USPTO patents (1976-2016). Task: Predict the product of the given reaction. (1) Given the reactants Br[CH2:2][C:3]([C:5]1[CH:19]=[CH:18][C:8]([C:9]([NH:11][CH2:12][CH2:13][C:14]([F:17])([F:16])[F:15])=[O:10])=[CH:7][CH:6]=1)=O.[C:20]([S:24]([CH2:27][C:28](=[S:30])[NH2:29])(=[O:26])=[O:25])([CH3:23])([CH3:22])[CH3:21], predict the reaction product. The product is: [C:20]([S:24]([CH2:27][C:28]1[S:30][CH:2]=[C:3]([C:5]2[CH:19]=[CH:18][C:8]([C:9]([NH:11][CH2:12][CH2:13][C:14]([F:17])([F:16])[F:15])=[O:10])=[CH:7][CH:6]=2)[N:29]=1)(=[O:26])=[O:25])([CH3:23])([CH3:21])[CH3:22]. (2) Given the reactants O[CH:2]1O[C@@H:9]([CH2:11]O)[C@H:7](O)[C@H:5](O)[C@H:3]1O.Br[CH2:14][CH2:15][CH:16]=[CH2:17].[CH:18]1([Mg]Cl)[CH:22]=[CH:21][CH:20]=[CH:19]1.Cl.[CH2:26]1COC[CH2:27]1, predict the reaction product. The product is: [C:2]1([C:14]([CH2:18][CH2:22][CH2:21][CH:20]=[CH2:19])=[C:15]2[CH:27]=[CH:26][CH:17]=[CH:16]2)[CH:11]=[CH:9][CH:7]=[CH:5][CH:3]=1. (3) Given the reactants [C:1](OC(=O)C)(=[O:3])C.C(O)=O.Cl.Cl.Cl.[NH2:14][C:15]1[C:20]2=[C:21]([C:39]3[S:40][C:41]4[C:47]([O:48][CH3:49])=[CH:46][C:45]([CH3:50])=[CH:44][C:42]=4[CH:43]=3)[C:22]([CH2:31][N:32]3[CH2:37][CH2:36][NH:35][C:34](=[O:38])[CH2:33]3)=[C:23]([CH2:24][N:25]3[CH2:30][CH2:29][NH:28][CH2:27][CH2:26]3)[N:19]2[N:18]=[CH:17][N:16]=1, predict the reaction product. The product is: [NH2:14][C:15]1[C:20]2=[C:21]([C:39]3[S:40][C:41]4[C:47]([O:48][CH3:49])=[CH:46][C:45]([CH3:50])=[CH:44][C:42]=4[CH:43]=3)[C:22]([CH2:31][N:32]3[CH2:37][CH2:36][NH:35][C:34](=[O:38])[CH2:33]3)=[C:23]([CH2:24][N:25]3[CH2:26][CH2:27][N:28]([CH:1]=[O:3])[CH2:29][CH2:30]3)[N:19]2[N:18]=[CH:17][N:16]=1.